From a dataset of Reaction yield outcomes from USPTO patents with 853,638 reactions. Predict the reaction yield, written as a fraction of the theoretical maximum amount of product (1.0 means a 100% yield; for example, 0.34 means a 34% yield). (1) The reactants are [Li+].[CH3:2]C([N-]C(C)C)C.[C:9]1([S:15]([N:18]2[C:26]3[C:21](=[CH:22][C:23]([Br:28])=[CH:24][C:25]=3[F:27])[CH:20]=[CH:19]2)(=[O:17])=[O:16])[CH:14]=[CH:13][CH:12]=[CH:11][CH:10]=1.IC. The catalyst is C1COCC1. The product is [C:9]1([S:15]([N:18]2[C:26]3[C:21](=[CH:22][C:23]([Br:28])=[CH:24][C:25]=3[F:27])[CH:20]=[C:19]2[CH3:2])(=[O:17])=[O:16])[CH:10]=[CH:11][CH:12]=[CH:13][CH:14]=1. The yield is 0.530. (2) The reactants are [O:1]=[C:2]1[C@@H:6]2[CH2:7][N:8]([C:10]([O:12][CH2:13][C:14]3[CH:19]=[CH:18][CH:17]=[CH:16][CH:15]=3)=[O:11])[CH2:9][C@@H:5]2[CH2:4][CH2:3]1.[BH4-].[Li+]. The catalyst is C1COCC1. The product is [OH:1][CH:2]1[C@@H:6]2[CH2:7][N:8]([C:10]([O:12][CH2:13][C:14]3[CH:19]=[CH:18][CH:17]=[CH:16][CH:15]=3)=[O:11])[CH2:9][C@@H:5]2[CH2:4][CH2:3]1. The yield is 0.990. (3) The reactants are [H-].[Na+].[C:3]([O:7][C:8]([NH:10][C@@H:11]([CH2:15][OH:16])[C:12]([OH:14])=[O:13])=[O:9])([CH3:6])([CH3:5])[CH3:4].F[C:18]1[CH:23]=[CH:22][CH:21]=[CH:20][C:19]=1[N+:24]([O-:26])=[O:25]. The catalyst is CN(C=O)C. The product is [C:3]([O:7][C:8]([NH:10][C@@H:11]([CH2:15][O:16][C:18]1[CH:23]=[CH:22][CH:21]=[CH:20][C:19]=1[N+:24]([O-:26])=[O:25])[C:12]([OH:14])=[O:13])=[O:9])([CH3:6])([CH3:5])[CH3:4]. The yield is 0.623. (4) The reactants are [F:1][C:2]1[C:7]2[N:8]=[CH:9][S:10][C:6]=2[CH:5]=[C:4]2[NH:11][C:12](=[O:22])[N:13]([C:14]3[CH:19]=[CH:18][C:17]([I:20])=[CH:16][C:15]=3[F:21])[C:3]=12.C(N(CC)CC)C.[CH:30]1([S:33](Cl)(=[O:35])=[O:34])[CH2:32][CH2:31]1. The catalyst is C(Cl)Cl.CN(C1C=CN=CC=1)C. The product is [CH:30]1([S:33]([N:11]2[C:4]3=[CH:5][C:6]4[S:10][CH:9]=[N:8][C:7]=4[C:2]([F:1])=[C:3]3[N:13]([C:14]3[CH:19]=[CH:18][C:17]([I:20])=[CH:16][C:15]=3[F:21])[C:12]2=[O:22])(=[O:35])=[O:34])[CH2:32][CH2:31]1. The yield is 0.920. (5) The reactants are [C:1](Cl)(=[O:3])[CH3:2].[Cl:5][C:6]1[CH:7]=[C:8]([CH:35]=[CH:36][CH:37]=1)[CH2:9][N:10]1[C:14]2[CH:15]=[CH:16][C:17]3[N:18]([C:19]([CH3:22])=[N:20][N:21]=3)[C:13]=2[CH:12]=[C:11]1[C:23]1[CH:27]=[CH:26][N:25]([C:28]2([CH2:32][C:33]#[N:34])[CH2:31][NH:30][CH2:29]2)[N:24]=1.C(N(CC)CC)C. The catalyst is C(Cl)Cl. The product is [C:1]([N:30]1[CH2:31][C:28]([CH2:32][C:33]#[N:34])([N:25]2[CH:26]=[CH:27][C:23]([C:11]3[N:10]([CH2:9][C:8]4[CH:35]=[CH:36][CH:37]=[C:6]([Cl:5])[CH:7]=4)[C:14]4[CH:15]=[CH:16][C:17]5[N:18]([C:19]([CH3:22])=[N:20][N:21]=5)[C:13]=4[CH:12]=3)=[N:24]2)[CH2:29]1)(=[O:3])[CH3:2]. The yield is 0.610. (6) The reactants are [CH3:1][O:2][C:3](=[O:24])[C:4]1[CH:9]=[CH:8][C:7]([C:10]#[N:11])=[N:6][C:5]=1[NH:12][C:13]1[CH:18]=[CH:17][C:16]([Si:19]([CH3:22])([CH3:21])[CH3:20])=[CH:15][C:14]=1[F:23].[BH4-].[Na+]. The catalyst is CO.[Co](Cl)Cl. The product is [CH3:1][O:2][C:3](=[O:24])[C:4]1[CH:9]=[CH:8][C:7]([CH2:10][NH2:11])=[N:6][C:5]=1[NH:12][C:13]1[CH:18]=[CH:17][C:16]([Si:19]([CH3:21])([CH3:20])[CH3:22])=[CH:15][C:14]=1[F:23]. The yield is 1.00. (7) The reactants are [C:1]([OH:14])(=[O:13])/[CH:2]=[CH:3]/[C:4]1[CH:12]=[CH:11][C:9]([OH:10])=[C:6]([O:7][CH3:8])[CH:5]=1.[N+:15]([O:18][CH2:19][CH2:20][CH2:21][CH2:22]Br)([O-:17])=[O:16].C(N(CC)CC)C. The catalyst is CN(C)C=O. The product is [N+:15]([O:18][CH2:19][CH2:20][CH2:21][CH2:22][O:13][C:1](=[O:14])/[CH:2]=[CH:3]/[C:4]1[CH:12]=[CH:11][C:9]([OH:10])=[C:6]([O:7][CH3:8])[CH:5]=1)([O-:17])=[O:16]. The yield is 0.650. (8) The product is [Cl:1][C:2]1[CH:7]=[CH:6][C:5]([S:8]([C:11]2[N:16]=[C:15]([CH2:17][C:18]3[CH:23]=[C:22]([F:24])[CH:21]=[CH:20][C:19]=3[F:25])[C:14]([CH2:26][N:27]([CH3:41])[S:28]([C:31]3[CH:36]=[CH:35][CH:34]=[C:33]([C:37]#[N:38])[CH:32]=3)(=[O:30])=[O:29])=[CH:13][CH:12]=2)(=[O:10])=[O:9])=[CH:4][CH:3]=1. The yield is 0.580. The catalyst is O1CCCC1.C(OCC)(=O)C.CCCCCC. The reactants are [Cl:1][C:2]1[CH:7]=[CH:6][C:5]([S:8]([C:11]2[N:16]=[C:15]([CH2:17][C:18]3[CH:23]=[C:22]([F:24])[CH:21]=[CH:20][C:19]=3[F:25])[C:14]([CH2:26][NH:27][S:28]([C:31]3[CH:36]=[CH:35][CH:34]=[C:33]([C:37]#[N:38])[CH:32]=3)(=[O:30])=[O:29])=[CH:13][CH:12]=2)(=[O:10])=[O:9])=[CH:4][CH:3]=1.CO.[C:41]1(P(C2C=CC=CC=2)C2C=CC=CC=2)C=CC=CC=1.N(C(OC(C)C)=O)=NC(OC(C)C)=O.